This data is from Forward reaction prediction with 1.9M reactions from USPTO patents (1976-2016). The task is: Predict the product of the given reaction. (1) Given the reactants Cl.[CH3:2][O:3][C:4]1[CH:5]=[C:6]([CH:8]=[CH:9][C:10]=1[C:11]1[CH:16]=[C:15]([CH3:17])[N:14]=[N:13][CH:12]=1)[NH2:7].[C:18](N1C=CC=CC1=O)(N1C=CC=CC1=O)=[S:19], predict the reaction product. The product is: [N:7]([C:6]1[CH:8]=[CH:9][C:10]([C:11]2[CH:16]=[C:15]([CH3:17])[N:14]=[N:13][CH:12]=2)=[C:4]([O:3][CH3:2])[CH:5]=1)=[C:18]=[S:19]. (2) Given the reactants [Br:1][C:2]1[C:3]([O:30][CH2:31][O:32][CH3:33])=[CH:4][C:5]([O:26][CH2:27][O:28][CH3:29])=[C:6]([C:8]2[N:9]([C:14]3[CH:19]=[CH:18][C:17]([N:20]4[CH2:25][CH2:24][O:23][CH2:22][CH2:21]4)=[CH:16][CH:15]=3)[C:10](=[S:13])[NH:11][N:12]=2)[CH:7]=1.[C:34](=O)([O-])[O-].[K+].[K+].CI, predict the reaction product. The product is: [Br:1][C:2]1[C:3]([O:30][CH2:31][O:32][CH3:33])=[CH:4][C:5]([O:26][CH2:27][O:28][CH3:29])=[C:6]([C:8]2[N:9]([C:14]3[CH:19]=[CH:18][C:17]([N:20]4[CH2:25][CH2:24][O:23][CH2:22][CH2:21]4)=[CH:16][CH:15]=3)[C:10]([S:13][CH3:34])=[N:11][N:12]=2)[CH:7]=1. (3) Given the reactants [Br:1][C:2]1[CH:3]=[C:4]2[C:10]([NH2:11])=[CH:9][NH:8][C:5]2=[N:6][CH:7]=1.[CH2:12]([N:19]1[CH:23]=[C:22]([C:24](O)=[O:25])[CH:21]=[N:20]1)[C:13]1[CH:18]=[CH:17][CH:16]=[CH:15][CH:14]=1.C(N(CC)CC)C.F[P-](F)(F)(F)(F)F.N1(OC(N(C)C)=[N+](C)C)C2N=CC=CC=2N=N1, predict the reaction product. The product is: [Br:1][C:2]1[CH:3]=[C:4]2[C:10]([NH:11][C:24]([C:22]3[CH:21]=[N:20][N:19]([CH2:12][C:13]4[CH:18]=[CH:17][CH:16]=[CH:15][CH:14]=4)[CH:23]=3)=[O:25])=[CH:9][NH:8][C:5]2=[N:6][CH:7]=1. (4) The product is: [F:1][C:2]1[C:7]2[CH:8]=[C:9]([C:11]#[N:13])[S:10][C:6]=2[C:5]([O:14][CH3:15])=[CH:4][CH:3]=1. Given the reactants [F:1][C:2]1[C:7]2[CH:8]=[C:9]([C:11]([NH2:13])=O)[S:10][C:6]=2[C:5]([O:14][CH3:15])=[CH:4][CH:3]=1.P(Cl)(Cl)(Cl)=O, predict the reaction product. (5) Given the reactants Cl.Cl.[F:3][C:4]1[CH:5]=[CH:6][CH:7]=[C:8]2[C:12]=1[N:11]([C:13]1[N:17]=[C:16]([CH:18]3[CH2:23][CH2:22][N:21]([CH:24]4[CH2:29][CH2:28][NH:27][CH2:26][CH2:25]4)[CH2:20][CH2:19]3)[O:15][N:14]=1)[N:10]=[C:9]2[CH:30]([CH3:32])[CH3:31].[O:33]1[CH2:36][CH:35]([C:37](O)=[O:38])[CH2:34]1.Cl.C(N=C=NCCCN(C)C)C.ON1C2C=CC=CC=2N=N1, predict the reaction product. The product is: [F:3][C:4]1[CH:5]=[CH:6][CH:7]=[C:8]2[C:12]=1[N:11]([C:13]1[N:17]=[C:16]([CH:18]3[CH2:23][CH2:22][N:21]([CH:24]4[CH2:29][CH2:28][N:27]([C:37]([CH:35]5[CH2:36][O:33][CH2:34]5)=[O:38])[CH2:26][CH2:25]4)[CH2:20][CH2:19]3)[O:15][N:14]=1)[N:10]=[C:9]2[CH:30]([CH3:32])[CH3:31]. (6) Given the reactants [C:1]1([C:7]2[O:8][C:9]([C:15]([F:18])([F:17])[F:16])=[C:10]([C:12]([OH:14])=O)[N:11]=2)[CH:6]=[CH:5][CH:4]=[CH:3][CH:2]=1.[NH2:19][C:20]1[CH:21]=[N:22][C:23]([N:26]2[CH2:29][C:28]([F:31])([F:30])[CH2:27]2)=[CH:24][CH:25]=1, predict the reaction product. The product is: [F:31][C:28]1([F:30])[CH2:29][N:26]([C:23]2[N:22]=[CH:21][C:20]([NH:19][C:12]([C:10]3[N:11]=[C:7]([C:1]4[CH:2]=[CH:3][CH:4]=[CH:5][CH:6]=4)[O:8][C:9]=3[C:15]([F:18])([F:17])[F:16])=[O:14])=[CH:25][CH:24]=2)[CH2:27]1.